The task is: Predict the reaction yield, written as a fraction of the theoretical maximum amount of product (1.0 means a 100% yield; for example, 0.34 means a 34% yield).. This data is from Reaction yield outcomes from USPTO patents with 853,638 reactions. (1) The reactants are [CH2:1]([O:3][C:4](=O)[CH:5]([O:17]CC)[NH:6][C:7]([O:9][CH2:10][C:11]1[CH:16]=[CH:15][CH:14]=[CH:13][CH:12]=1)=[O:8])[CH3:2].[NH3:21]. The catalyst is C(O)C. The product is [CH2:1]([O:3][CH:4]([C:5]([NH:6][C:7]([O:9][CH2:10][C:11]1[CH:16]=[CH:15][CH:14]=[CH:13][CH:12]=1)=[O:8])=[O:17])[NH2:21])[CH3:2]. The yield is 0.770. (2) The reactants are P(Br)(Br)[Br:2].O[CH2:6][C:7]1[CH:20]=[CH:19][C:10]([O:11][CH2:12][C:13](=[O:18])[C:14]([CH3:17])([CH3:16])[CH3:15])=[CH:9][CH:8]=1. The catalyst is C1COCC1.CCOC(C)=O. The product is [Br:2][CH2:6][C:7]1[CH:20]=[CH:19][C:10]([O:11][CH2:12][C:13](=[O:18])[C:14]([CH3:17])([CH3:16])[CH3:15])=[CH:9][CH:8]=1. The yield is 0.830.